From a dataset of Full USPTO retrosynthesis dataset with 1.9M reactions from patents (1976-2016). Predict the reactants needed to synthesize the given product. (1) Given the product [ClH:1].[Cl:1][C:2]1[CH:7]=[CH:6][C:5]([C:8]2[N:13]=[C:12]([C:14]([NH:32][C@H:33]([CH:38]([CH3:40])[CH3:39])[CH2:34][C:35]([OH:37])=[O:36])=[O:15])[CH:11]=[CH:10][C:9]=2[C:17]2[CH:22]=[C:21]([CH3:23])[CH:20]=[CH:19][C:18]=2[Cl:24])=[CH:4][C:3]=1[O:25][CH2:26][CH2:27][CH2:28][N:29]([CH3:31])[CH3:30], predict the reactants needed to synthesize it. The reactants are: [Cl:1][C:2]1[CH:7]=[CH:6][C:5]([C:8]2[N:13]=[C:12]([C:14]([O-])=[O:15])[CH:11]=[CH:10][C:9]=2[C:17]2[CH:22]=[C:21]([CH3:23])[CH:20]=[CH:19][C:18]=2[Cl:24])=[CH:4][C:3]=1[O:25][CH2:26][CH2:27][CH2:28][N:29]([CH3:31])[CH3:30].[NH2:32][C@H:33]([CH:38]([CH3:40])[CH3:39])[CH2:34][C:35]([OH:37])=[O:36]. (2) Given the product [CH3:21][S:18]([C:13]1[CH:14]=[CH:15][CH:16]=[CH:17][C:12]=1[CH2:11][NH:10][C:6]1[C:5]2[N:4]([N:3]=[C:2]([NH:33][C:32]3[CH:34]=[CH:35][CH:36]=[C:30]([N:27]4[CH2:26][CH2:25][N:24]([CH3:23])[CH2:29][CH2:28]4)[CH:31]=3)[N:22]=2)[CH:9]=[CH:8][CH:7]=1)(=[O:20])=[O:19], predict the reactants needed to synthesize it. The reactants are: Cl[C:2]1[N:22]=[C:5]2[C:6]([NH:10][CH2:11][C:12]3[CH:17]=[CH:16][CH:15]=[CH:14][C:13]=3[S:18]([CH3:21])(=[O:20])=[O:19])=[CH:7][CH:8]=[CH:9][N:4]2[N:3]=1.[CH3:23][N:24]1[CH2:29][CH2:28][N:27]([C:30]2[CH:31]=[C:32]([CH:34]=[CH:35][CH:36]=2)[NH2:33])[CH2:26][CH2:25]1.C1(P(C2CCCCC2)C2C=CC=CC=2C2C=CC=CC=2P(C2CCCCC2)C2CCCCC2)CCCCC1.